From a dataset of Forward reaction prediction with 1.9M reactions from USPTO patents (1976-2016). Predict the product of the given reaction. (1) Given the reactants [C:1]([CH:4]1[CH2:9][N:8]([S:10]([C:13]2[CH:22]=[CH:21][C:20]3[C:15](=[CH:16][CH:17]=[C:18]([Cl:23])[CH:19]=3)[CH:14]=2)(=[O:12])=[O:11])[CH2:7][CH2:6][N:5]1[C:24]([C:26]1[CH:31]=[CH:30][C:29]([C:32]2[CH:37]=[CH:36][N+:35]([O-:38])=[CH:34][CH:33]=2)=[CH:28][CH:27]=1)=[O:25])([OH:3])=O.[CH3:39][N:40]([CH3:44])[CH2:41][CH2:42][NH2:43], predict the reaction product. The product is: [Cl:23][C:18]1[CH:19]=[C:20]2[C:15](=[CH:16][CH:17]=1)[CH:14]=[C:13]([S:10]([N:8]1[CH2:7][CH2:6][N:5]([C:24]([C:26]3[CH:27]=[CH:28][C:29]([C:32]4[CH:37]=[CH:36][N+:35]([O-:38])=[CH:34][CH:33]=4)=[CH:30][CH:31]=3)=[O:25])[CH:4]([C:1]([NH:43][CH2:42][CH2:41][N:40]([CH3:44])[CH3:39])=[O:3])[CH2:9]1)(=[O:12])=[O:11])[CH:22]=[CH:21]2. (2) Given the reactants Cl.[Cl:2][C:3]1[CH:4]=[C:5]2[C:9](=[CH:10][CH:11]=1)[NH:8][CH:7]=[C:6]2[CH2:12][CH2:13][NH2:14].[O:15]=[C:16]1[CH:20]([C:21](O)=[O:22])[CH2:19][CH2:18][N:17]1[C:24]1[CH:25]=[C:26]([CH3:30])[CH:27]=[CH:28][CH:29]=1.[O:15]=[C:16]1[CH:20]([C:21](O)=[O:22])[CH2:19][CH2:18][N:17]1[C:24]1[CH:25]=[C:26]([CH3:30])[CH:27]=[CH:28][CH:29]=1.C1CN([P+](ON2N=NC3C=CC=CC2=3)(N2CCCC2)N2CCCC2)CC1.F[P-](F)(F)(F)(F)F.C(N(CC)C(C)C)(C)C, predict the reaction product. The product is: [Cl:2][C:3]1[CH:4]=[C:5]2[C:9](=[CH:10][CH:11]=1)[NH:8][CH:7]=[C:6]2[CH2:12][CH2:13][NH:14][C:21]([CH:20]1[CH2:19][CH2:18][N:17]([C:24]2[CH:25]=[C:26]([CH3:30])[CH:27]=[CH:28][CH:29]=2)[C:16]1=[O:15])=[O:22]. (3) Given the reactants I[C:2]1[NH:6][C:5]([CH3:7])=[N:4][C:3]=1[C:8]([F:11])([F:10])[F:9].C([O-])([O-])=O.[K+].[K+].CO.CO[CH2:22][CH2:23]OC, predict the reaction product. The product is: [CH3:7][C:5]1[NH:6][C:2]([CH:22]=[CH2:23])=[C:3]([C:8]([F:11])([F:10])[F:9])[N:4]=1. (4) Given the reactants [CH2:1]([N:3]([S:10]([C:13]1[CH:18]=[CH:17][C:16]([F:19])=[CH:15][CH:14]=1)(=[O:12])=[O:11])[C:4]1([C:7]([OH:9])=O)[CH2:6][CH2:5]1)[CH3:2].CCOC(OC(OCC)=O)=O.[F:31][C:32]([F:49])([F:48])[O:33][C:34]1[CH:39]=[CH:38][C:37]([C:40]2[CH:41]=[C:42]([CH2:46][NH2:47])[CH:43]=[CH:44][CH:45]=2)=[CH:36][CH:35]=1, predict the reaction product. The product is: [CH2:1]([N:3]([S:10]([C:13]1[CH:18]=[CH:17][C:16]([F:19])=[CH:15][CH:14]=1)(=[O:12])=[O:11])[C:4]1([C:7]([NH:47][CH2:46][C:42]2[CH:43]=[CH:44][CH:45]=[C:40]([C:37]3[CH:38]=[CH:39][C:34]([O:33][C:32]([F:31])([F:48])[F:49])=[CH:35][CH:36]=3)[CH:41]=2)=[O:9])[CH2:5][CH2:6]1)[CH3:2]. (5) Given the reactants [F:1][C:2]([F:15])([F:14])[CH2:3][CH:4]1[C:13]2[C:8](=[CH:9][CH:10]=[CH:11][CH:12]=2)[NH:7][CH2:6][CH2:5]1.I[CH2:17][C:18]([NH2:20])=[O:19].CCN(C(C)C)C(C)C.[OH-].[Na+], predict the reaction product. The product is: [F:15][C:2]([F:1])([F:14])[CH2:3][CH:4]1[C:13]2[C:8](=[CH:9][CH:10]=[CH:11][CH:12]=2)[N:7]([CH2:17][C:18]([NH2:20])=[O:19])[CH2:6][CH2:5]1. (6) The product is: [Br:1][C:2]1[CH:3]=[C:4]([C:9](=[O:22])[CH:10]([C:12]2[C:17]([O:18][CH3:19])=[CH:16][CH:15]=[C:14]([F:20])[C:13]=2[Cl:21])[CH3:11])[C:5]([Cl:8])=[N:6][CH:7]=1. Given the reactants [Br:1][C:2]1[CH:3]=[C:4]([CH:9]([OH:22])[CH:10]([C:12]2[C:17]([O:18][CH3:19])=[CH:16][CH:15]=[C:14]([F:20])[C:13]=2[Cl:21])[CH3:11])[C:5]([Cl:8])=[N:6][CH:7]=1.[Cr](Cl)([O-])(=O)=O.[NH+]1C=CC=CC=1, predict the reaction product. (7) Given the reactants [CH3:1][O:2][C:3](=[O:31])[CH2:4][N:5]1[CH2:11][C:10]([CH2:12]S(C)(=O)=O)=[CH:9][CH2:8][CH:7]([NH:17][C:18]([C:20]2[C:29]3[C:24](=[CH:25][CH:26]=[CH:27][CH:28]=3)[CH:23]=[CH:22][N:21]=2)=[O:19])[C:6]1=[O:30].[N-:32]=[N+:33]=[N-:34].[Na+], predict the reaction product. The product is: [CH3:1][O:2][C:3](=[O:31])[CH2:4][N:5]1[CH2:11][C:10]([CH2:12][N:32]=[N+:33]=[N-:34])=[CH:9][CH2:8][CH:7]([NH:17][C:18]([C:20]2[C:29]3[C:24](=[CH:25][CH:26]=[CH:27][CH:28]=3)[CH:23]=[CH:22][N:21]=2)=[O:19])[C:6]1=[O:30]. (8) Given the reactants [Br:1][C:2]1[CH:7]=[CH:6][N:5]=[C:4]2[N:8]([S:11]([C:14]3[CH:19]=[CH:18][CH:17]=[CH:16][CH:15]=3)(=[O:13])=[O:12])[CH:9]=[CH:10][C:3]=12.[Li+].CC([N-]C(C)C)C.CCCCCCC.C1C[O:38][CH2:37]C1.C(C1C=CC=CC=1)C.Cl, predict the reaction product. The product is: [Br:1][C:2]1[CH:7]=[CH:6][N:5]=[C:4]2[N:8]([S:11]([C:14]3[CH:19]=[CH:18][CH:17]=[CH:16][CH:15]=3)(=[O:13])=[O:12])[C:9]([CH:37]=[O:38])=[CH:10][C:3]=12. (9) Given the reactants [O:1]1[CH2:18][C@H:2]1[CH2:3][O:4][C:5]1[CH:17]=[CH:16][CH:15]=[CH:14][C:6]=1[CH:7]=[C:8]1[CH2:13][CH2:12][O:11][C:9]1=[O:10].[Cl:19][C:20]1[CH:25]=[CH:24][C:23]([CH:26]2[CH2:31][CH2:30][NH:29][CH2:28][CH2:27]2)=[CH:22][C:21]=1[C:32]([F:35])([F:34])[F:33].CO.Cl, predict the reaction product. The product is: [OH2:1].[ClH:19].[Cl:19][C:20]1[CH:25]=[CH:24][C:23]([CH:26]2[CH2:31][CH2:30][N:29]([CH2:18][C@H:2]([OH:1])[CH2:3][O:4][C:5]3[CH:17]=[CH:16][CH:15]=[CH:14][C:6]=3[CH:7]=[C:8]3[CH2:13][CH2:12][O:11][C:9]3=[O:10])[CH2:28][CH2:27]2)=[CH:22][C:21]=1[C:32]([F:35])([F:33])[F:34].